This data is from Reaction yield outcomes from USPTO patents with 853,638 reactions. The task is: Predict the reaction yield, written as a fraction of the theoretical maximum amount of product (1.0 means a 100% yield; for example, 0.34 means a 34% yield). (1) The reactants are [C:1]([C:3]([C:15]#[N:16])=[CH:4][C:5]1[CH:6]=[CH:7][C:8]([OH:14])=[C:9]([CH:13]=1)[C:10]([OH:12])=O)#[N:2].[F:17][C:18]([F:31])([F:30])[C:19]1[CH:20]=[C:21]([CH:23]=[C:24]([C:26]([F:29])([F:28])[F:27])[CH:25]=1)[NH2:22]. No catalyst specified. The product is [F:17][C:18]([F:30])([F:31])[C:19]1[CH:20]=[C:21]([NH:22][C:10](=[O:12])[C:9]2[CH:13]=[C:5]([CH:4]=[C:3]([C:1]#[N:2])[C:15]#[N:16])[CH:6]=[CH:7][C:8]=2[OH:14])[CH:23]=[C:24]([C:26]([F:27])([F:29])[F:28])[CH:25]=1. The yield is 0.0910. (2) The reactants are [CH3:1][C:2]1[C:11]2[C:6](=[C:7]([CH3:13])[CH:8]=[CH:9][C:10]=2[CH3:12])[N:5]=[C:4](O)[CH:3]=1.O=P(Cl)(Cl)[Cl:17]. The catalyst is C1(C)C=CC=CC=1. The product is [Cl:17][C:4]1[CH:3]=[C:2]([CH3:1])[C:11]2[C:6](=[C:7]([CH3:13])[CH:8]=[CH:9][C:10]=2[CH3:12])[N:5]=1. The yield is 0.850. (3) The reactants are [CH3:1][O:2][C:3](=[O:28])[C@H:4]([NH:8][S:9]([C:12]1[CH:27]=[CH:26][C:15]2[S:16][C:17]3[CH:22]=[C:21]([N+:23]([O-])=O)[CH:20]=[CH:19][C:18]=3[C:14]=2[CH:13]=1)(=[O:11])=[O:10])[CH:5]([CH3:7])[CH3:6].CCOC(C)=O.Cl[Sn]Cl.O. The catalyst is O. The product is [NH2:23][C:21]1[CH:20]=[CH:19][C:18]2[C:14]3[CH:13]=[C:12]([S:9]([NH:8][C@H:4]([CH:5]([CH3:6])[CH3:7])[C:3]([O:2][CH3:1])=[O:28])(=[O:10])=[O:11])[CH:27]=[CH:26][C:15]=3[S:16][C:17]=2[CH:22]=1. The yield is 1.00. (4) The reactants are [CH3:1][C:2]1[CH:7]=[C:6]([CH3:8])[NH:5][C:4](=[O:9])[C:3]=1[CH2:10][NH:11][C:12]([C:14]1[C:15]2[CH:30]=[N:29][N:28]([CH:31]([CH3:33])[CH3:32])[C:16]=2[N:17]=[C:18]([C:20]2[CH:25]=[CH:24][CH:23]=[C:22]([CH2:26]O)[CH:21]=2)[CH:19]=1)=[O:13].C1(P(C2C=CC=CC=2)C2C=CC=CC=2)C=CC=CC=1.C(Br)(Br)(Br)[Br:54]. The catalyst is C(Cl)Cl. The product is [Br:54][CH2:26][C:22]1[CH:21]=[C:20]([C:18]2[CH:19]=[C:14]([C:12]([NH:11][CH2:10][C:3]3[C:4](=[O:9])[NH:5][C:6]([CH3:8])=[CH:7][C:2]=3[CH3:1])=[O:13])[C:15]3[CH:30]=[N:29][N:28]([CH:31]([CH3:32])[CH3:33])[C:16]=3[N:17]=2)[CH:25]=[CH:24][CH:23]=1. The yield is 0.522. (5) The catalyst is ClCCl. The yield is 0.910. The product is [Br:1][C:2]1[N:7]=[C:6]([NH:8][C:9]2[CH:14]=[N:13][C:12]([N:15]3[CH2:20][CH2:19][NH:18][CH2:17][CH2:16]3)=[CH:11][CH:10]=2)[C:5](=[O:28])[N:4]([CH3:29])[CH:3]=1. The reactants are [Br:1][C:2]1[N:7]=[C:6]([NH:8][C:9]2[CH:10]=[CH:11][C:12]([N:15]3[CH2:20][CH2:19][N:18](C(OC(C)(C)C)=O)[CH2:17][CH2:16]3)=[N:13][CH:14]=2)[C:5](=[O:28])[N:4]([CH3:29])[CH:3]=1.Cl.O1CCOCC1. (6) The reactants are [O:1]1[CH2:6][CH2:5][O:4][C:3]2[CH:7]=[C:8]([C:11]([NH:13][C@@H:14]3[CH2:19][CH2:18][N:17]([C:20]([O:22][C:23]([CH3:26])([CH3:25])[CH3:24])=[O:21])[C@@H:16]([C:27]4[N:31]([CH2:32][CH2:33][O:34]S(C)(=O)=O)[C:30]5[CH:39]=[CH:40][CH:41]=[CH:42][C:29]=5[N:28]=4)[CH2:15]3)=[O:12])[CH:9]=[CH:10][C:2]1=2.[C:43]([O-])([O-])=O.[K+].[K+].O.[C:50]([O:53][CH2:54][CH3:55])(=O)[CH3:51]. The catalyst is C(O)(C(F)(F)F)=O. The product is [O:1]1[CH2:6][CH2:5][O:4][C:3]2[CH:7]=[C:8]([C:11]([NH:13][C@@H:14]3[CH2:19][CH2:18][N:17]([C:20]([O:22][C:23]([CH3:26])([CH3:25])[CH3:24])=[O:21])[C@@H:16]([C:27]4[N:31]([CH2:32][CH2:33][O:34][CH:54]5[CH2:55][CH2:43][CH2:51][CH2:50][O:53]5)[C:30]5[CH:39]=[CH:40][CH:41]=[CH:42][C:29]=5[N:28]=4)[CH2:15]3)=[O:12])[CH:9]=[CH:10][C:2]1=2. The yield is 0.600. (7) The catalyst is C1COCC1. The yield is 0.910. The product is [I:1][C:2]1[C:6]([C:7]([O:9][CH2:10][CH3:11])=[O:8])=[CH:5][N:4]([CH:13]2[CH2:14][CH2:15][CH2:16][CH2:17][O:12]2)[N:3]=1. The reactants are [I:1][C:2]1[C:6]([C:7]([O:9][CH2:10][CH3:11])=[O:8])=[CH:5][NH:4][N:3]=1.[O:12]1[CH:17]=[CH:16][CH2:15][CH2:14][CH2:13]1.CC1C=CC(S(O)(=O)=O)=CC=1. (8) The reactants are Cl[C:2]1[NH:3][C:4]([C:12]2[C:17]([F:18])=[CH:16][CH:15]=[CH:14][C:13]=2[F:19])=[CH:5][C:6]=1[C:7]([O:9][CH2:10][CH3:11])=[O:8]. The catalyst is C(O)C.[C].[Pd]. The product is [F:19][C:13]1[CH:14]=[CH:15][CH:16]=[C:17]([F:18])[C:12]=1[C:4]1[NH:3][CH:2]=[C:6]([C:7]([O:9][CH2:10][CH3:11])=[O:8])[CH:5]=1. The yield is 0.240.